This data is from Forward reaction prediction with 1.9M reactions from USPTO patents (1976-2016). The task is: Predict the product of the given reaction. (1) Given the reactants [NH2:1][C:2]1[C:11]2[C:6](=[CH:7][CH:8]=[C:9]([O:12][CH3:13])[CH:10]=2)[CH:5]=[C:4]([C:14]2[CH:19]=[CH:18][N:17]=[C:16]([NH:20][CH3:21])[N:15]=2)[CH:3]=1.C(N(CC)C(C)C)(C)C.[Br:31][CH2:32][CH2:33][CH2:34]Br, predict the reaction product. The product is: [Br:31][CH2:32][CH2:33][CH2:34][NH:1][C:2]1[C:11]2[C:6](=[CH:7][CH:8]=[C:9]([O:12][CH3:13])[CH:10]=2)[CH:5]=[C:4]([C:14]2[CH:19]=[CH:18][N:17]=[C:16]([NH:20][CH3:21])[N:15]=2)[CH:3]=1. (2) Given the reactants [C:1]([O:5][C:6](=[O:20])[NH:7][C:8]1[CH:13]=[C:12]([CH3:14])[C:11]([C:15]([F:18])([F:17])[F:16])=[CH:10][C:9]=1[NH2:19])([CH3:4])([CH3:3])[CH3:2].C([O:25][C:26](=O)[CH2:27][C:28]([C:30]1[CH:35]=[CH:34][CH:33]=[C:32]([C:36]2[CH:41]=[CH:40][N:39]=[C:38]([CH3:42])[CH:37]=2)[CH:31]=1)=[O:29])(C)(C)C, predict the reaction product. The product is: [C:1]([O:5][C:6](=[O:20])[NH:7][C:8]1[CH:13]=[C:12]([CH3:14])[C:11]([C:15]([F:18])([F:17])[F:16])=[CH:10][C:9]=1[NH:19][C:26](=[O:25])[CH2:27][C:28]([C:30]1[CH:35]=[CH:34][CH:33]=[C:32]([C:36]2[CH:41]=[CH:40][N:39]=[C:38]([CH3:42])[CH:37]=2)[CH:31]=1)=[O:29])([CH3:4])([CH3:2])[CH3:3]. (3) Given the reactants C([O:5][C:6](=[O:18])[CH2:7][NH:8][C:9](=[O:17])[C:10]1[CH:15]=[CH:14][C:13]([OH:16])=[CH:12][CH:11]=1)(C)(C)C.[O:19]([CH2:26][CH2:27]O)[C:20]1[CH:25]=[CH:24][CH:23]=[CH:22][CH:21]=1, predict the reaction product. The product is: [O:19]([CH2:26][CH2:27][O:16][C:13]1[CH:12]=[CH:11][C:10]([C:9]([NH:8][CH2:7][C:6]([OH:5])=[O:18])=[O:17])=[CH:15][CH:14]=1)[C:20]1[CH:25]=[CH:24][CH:23]=[CH:22][CH:21]=1. (4) Given the reactants [O:1]1[CH:5]=[CH:4][CH:3]=[C:2]1[CH2:6][N:7]1[C:15]2[C:10](=[CH:11][C:12]([O:16][CH3:17])=[CH:13][CH:14]=2)[C:9]([CH:18]2[CH2:23][CH2:22][NH:21][CH2:20][CH2:19]2)=[CH:8]1.C[O:25][C:26](=[O:37])[C:27]1[CH:32]=[CH:31][C:30]([O:33][CH3:34])=[CH:29][C:28]=1[CH2:35]Br, predict the reaction product. The product is: [O:1]1[CH:5]=[CH:4][CH:3]=[C:2]1[CH2:6][N:7]1[C:15]2[C:10](=[CH:11][C:12]([O:16][CH3:17])=[CH:13][CH:14]=2)[C:9]([CH:18]2[CH2:23][CH2:22][N:21]([CH2:35][C:28]3[CH:29]=[C:30]([O:33][CH3:34])[CH:31]=[CH:32][C:27]=3[C:26]([OH:37])=[O:25])[CH2:20][CH2:19]2)=[CH:8]1. (5) Given the reactants [Si:1]([O:8][CH2:9][CH2:10][NH:11]C1CCCC1)([C:4]([CH3:7])([CH3:6])[CH3:5])([CH3:3])[CH3:2].[CH3:17][C:18]([CH3:22])([CH3:21])[CH:19]=O.[Si](OCCN)(C(C)(C)C)(C)C, predict the reaction product. The product is: [Si:1]([O:8][CH2:9][CH2:10][NH:11][CH2:19][C:18]([CH3:22])([CH3:21])[CH3:17])([C:4]([CH3:6])([CH3:7])[CH3:5])([CH3:3])[CH3:2]. (6) Given the reactants [CH3:1][C@@H:2]1[CH2:7][C:6](=[N:8][OH:9])[C@@H:5]([CH3:10])[CH2:4][NH:3]1.[Cl:11][C:12]1[CH:19]=[CH:18][C:15]([CH2:16]Cl)=[CH:14][CH:13]=1, predict the reaction product. The product is: [Cl:11][C:12]1[CH:19]=[CH:18][C:15]([CH2:16][N:3]2[CH2:4][C@H:5]([CH3:10])[C:6](=[N:8][OH:9])[CH2:7][C@H:2]2[CH3:1])=[CH:14][CH:13]=1. (7) Given the reactants [F:1][C:2]1[CH:7]=[CH:6][C:5]([C:8]2[S:12][C:11]([CH3:13])=[N:10][C:9]=2[C:14](Cl)=[O:15])=[CH:4][CH:3]=1.[O:17]1[C:21]2[CH:22]=[CH:23][CH:24]=[CH:25][C:20]=2[CH:19]=[C:18]1[C:26]([CH:28]1[CH2:33][CH2:32][CH2:31][CH2:30][NH:29]1)=[O:27], predict the reaction product. The product is: [O:17]1[C:21]2[CH:22]=[CH:23][CH:24]=[CH:25][C:20]=2[CH:19]=[C:18]1[C:26]([CH:28]1[CH2:33][CH2:32][CH2:31][CH2:30][N:29]1[C:14]([C:9]1[N:10]=[C:11]([CH3:13])[S:12][C:8]=1[C:5]1[CH:6]=[CH:7][C:2]([F:1])=[CH:3][CH:4]=1)=[O:15])=[O:27]. (8) Given the reactants I[C:2]1[CH:7]=[CH:6][C:5]([C:8]([F:11])([F:10])[F:9])=[CH:4][CH:3]=1.[Br:12][C:13]1[CH:14]=[C:15]2[CH:21]=[CH:20][NH:19][C:16]2=[N:17][CH:18]=1.C(=O)([O-])[O-].[K+].[K+].[OH-].[Na+], predict the reaction product. The product is: [Br:12][C:13]1[CH:14]=[C:15]2[CH:21]=[CH:20][N:19]([C:2]3[CH:7]=[CH:6][C:5]([C:8]([F:11])([F:10])[F:9])=[CH:4][CH:3]=3)[C:16]2=[N:17][CH:18]=1.